Dataset: NCI-60 drug combinations with 297,098 pairs across 59 cell lines. Task: Regression. Given two drug SMILES strings and cell line genomic features, predict the synergy score measuring deviation from expected non-interaction effect. (1) Drug 1: C1CCC(CC1)NC(=O)N(CCCl)N=O. Drug 2: C1CN(P(=O)(OC1)NCCCl)CCCl. Cell line: COLO 205. Synergy scores: CSS=13.2, Synergy_ZIP=-7.92, Synergy_Bliss=-9.42, Synergy_Loewe=-30.0, Synergy_HSA=-10.3. (2) Drug 1: C1CC(=O)NC(=O)C1N2CC3=C(C2=O)C=CC=C3N. Drug 2: CC1CCCC2(C(O2)CC(NC(=O)CC(C(C(=O)C(C1O)C)(C)C)O)C(=CC3=CSC(=N3)C)C)C. Cell line: MOLT-4. Synergy scores: CSS=-9.07, Synergy_ZIP=1.24, Synergy_Bliss=-5.61, Synergy_Loewe=-10.2, Synergy_HSA=-9.52. (3) Drug 1: C1=CC(=C2C(=C1NCCNCCO)C(=O)C3=C(C=CC(=C3C2=O)O)O)NCCNCCO. Drug 2: CN(C)N=NC1=C(NC=N1)C(=O)N. Cell line: EKVX. Synergy scores: CSS=41.8, Synergy_ZIP=3.64, Synergy_Bliss=3.34, Synergy_Loewe=-30.3, Synergy_HSA=2.14. (4) Drug 1: C1=CC(=CC=C1CC(C(=O)O)N)N(CCCl)CCCl.Cl. Drug 2: COC1=NC(=NC2=C1N=CN2C3C(C(C(O3)CO)O)O)N. Cell line: TK-10. Synergy scores: CSS=4.75, Synergy_ZIP=0.554, Synergy_Bliss=4.63, Synergy_Loewe=-3.36, Synergy_HSA=-0.389. (5) Drug 1: CC1=C(C=C(C=C1)NC(=O)C2=CC=C(C=C2)CN3CCN(CC3)C)NC4=NC=CC(=N4)C5=CN=CC=C5. Drug 2: C1CNP(=O)(OC1)N(CCCl)CCCl. Cell line: SK-MEL-28. Synergy scores: CSS=1.36, Synergy_ZIP=0.932, Synergy_Bliss=2.60, Synergy_Loewe=0.175, Synergy_HSA=0.322. (6) Drug 1: CC1=C(C=C(C=C1)NC2=NC=CC(=N2)N(C)C3=CC4=NN(C(=C4C=C3)C)C)S(=O)(=O)N.Cl. Drug 2: C1C(C(OC1N2C=NC3=C2NC=NCC3O)CO)O. Cell line: NCIH23. Synergy scores: CSS=2.97, Synergy_ZIP=-0.995, Synergy_Bliss=2.59, Synergy_Loewe=2.97, Synergy_HSA=2.55. (7) Drug 1: C(CC(=O)O)C(=O)CN.Cl. Drug 2: COCCOC1=C(C=C2C(=C1)C(=NC=N2)NC3=CC=CC(=C3)C#C)OCCOC.Cl. Cell line: MCF7. Synergy scores: CSS=-0.535, Synergy_ZIP=5.96, Synergy_Bliss=10.0, Synergy_Loewe=3.34, Synergy_HSA=2.98.